This data is from Forward reaction prediction with 1.9M reactions from USPTO patents (1976-2016). The task is: Predict the product of the given reaction. (1) Given the reactants C1C2C(COC(=O)N[C@H](C([N:25]3[C:29]4=[N:30][CH:31]=[C:32]([Br:34])[CH:33]=[C:28]4[C:27]([C@@H:35]([C:37]4[C:42]([Cl:43])=[CH:41][CH:40]=[C:39]([F:44])[C:38]=4[Cl:45])[CH3:36])=[CH:26]3)=O)CC(C)C)C3C(=CC=CC=3)C=2C=CC=1.[OH-].[Na+], predict the reaction product. The product is: [Br:34][C:32]1[CH:33]=[C:28]2[C:27]([C@@H:35]([C:37]3[C:42]([Cl:43])=[CH:41][CH:40]=[C:39]([F:44])[C:38]=3[Cl:45])[CH3:36])=[CH:26][NH:25][C:29]2=[N:30][CH:31]=1. (2) Given the reactants [C:1]([O-:6])(=[O:5])[C:2]([CH3:4])=[CH2:3].[Na+].C(O)(=O)C(C)=C.[C:14](O)(=[S:21])[C:15]1[CH:20]=[CH:19][CH:18]=[CH:17][CH:16]=1, predict the reaction product. The product is: [C:14]([CH2:3][C@H:2]([CH3:4])[C:1]([OH:6])=[O:5])(=[S:21])[C:15]1[CH:20]=[CH:19][CH:18]=[CH:17][CH:16]=1. (3) Given the reactants C[O:2][C:3]([C:5]1[C:10]([NH:11][C:12](=[O:23])[CH2:13][C:14]2[C:19]([F:20])=[CH:18][C:17]([F:21])=[CH:16][C:15]=2[F:22])=[N:9][CH:8]=[C:7]([C:24]2[CH:29]=[CH:28][C:27]([F:30])=[CH:26][CH:25]=2)[N:6]=1)=O.C(=O)([O-])[O-].[K+].[K+].CN(C=O)C, predict the reaction product. The product is: [F:30][C:27]1[CH:26]=[CH:25][C:24]([C:7]2[N:6]=[C:5]3[C:3]([OH:2])=[C:13]([C:14]4[C:15]([F:22])=[CH:16][C:17]([F:21])=[CH:18][C:19]=4[F:20])[C:12](=[O:23])[NH:11][C:10]3=[N:9][CH:8]=2)=[CH:29][CH:28]=1. (4) Given the reactants [C:1]([C:3]1[CH:8]=[C:7]([O:9][CH3:10])[C:6]([O:11][CH2:12][C:13]2[CH:18]=[CH:17][C:16]([S:19]([CH3:27])(=[N:21][C:22]([O:24][CH2:25][CH3:26])=[O:23])=[O:20])=[CH:15][CH:14]=2)=[CH:5][C:4]=1[N:28]=[CH:29]N(C)C)#[N:2].[NH2:33][C:34]1[CH:35]=[N:36][CH:37]=[CH:38][CH:39]=1.ClCCl.CO, predict the reaction product. The product is: [CH2:25]([O:24][C:22]([N:21]=[S:19]([CH3:27])([C:16]1[CH:17]=[CH:18][C:13]([CH2:12][O:11][C:6]2[CH:5]=[C:4]3[C:3]([C:1]([NH:33][C:34]4[CH:35]=[N:36][CH:37]=[CH:38][CH:39]=4)=[N:2][CH:29]=[N:28]3)=[CH:8][C:7]=2[O:9][CH3:10])=[CH:14][CH:15]=1)=[O:20])=[O:23])[CH3:26].